From a dataset of Forward reaction prediction with 1.9M reactions from USPTO patents (1976-2016). Predict the product of the given reaction. (1) Given the reactants O=[C:2]1[C:10]2[C:5](=[CH:6][CH:7]=[C:8]([NH:11][S:12]([C:15]3[S:19][C:18]4[CH:20]=[CH:21][C:22]([Cl:24])=[CH:23][C:17]=4[C:16]=3[CH3:25])(=[O:14])=[O:13])[CH:9]=2)[CH2:4][CH2:3]1.[CH3:26][N:27]1[CH2:32][CH2:31][NH:30][CH2:29][CH2:28]1.[BH4-].[Na+].C(=O)([O-])[O-].[Na+].[Na+], predict the reaction product. The product is: [CH3:26][N:27]1[CH2:32][CH2:31][N:30]([CH:2]2[C:10]3[C:5](=[CH:6][CH:7]=[C:8]([NH:11][S:12]([C:15]4[S:19][C:18]5[CH:20]=[CH:21][C:22]([Cl:24])=[CH:23][C:17]=5[C:16]=4[CH3:25])(=[O:14])=[O:13])[CH:9]=3)[CH2:4][CH2:3]2)[CH2:29][CH2:28]1. (2) Given the reactants [H-].[Na+].[CH:3]([Si:6]([SH:13])([CH:10]([CH3:12])[CH3:11])[CH:7]([CH3:9])[CH3:8])([CH3:5])[CH3:4].Br[C:15]1[CH:20]=[CH:19][C:18]([C:21]2[N:25]([CH2:26][O:27][CH3:28])[C:24]([CH2:29][C:30]3[CH:35]=[CH:34][CH:33]=[C:32]([Cl:36])[CH:31]=3)=[N:23][N:22]=2)=[CH:17][CH:16]=1.C1(P(C2C=CC=CC=2)C2C=CC=CC=2)C=CC=CC=1.C1[CH2:60][O:59][CH2:58]C1, predict the reaction product. The product is: [Cl:36][C:32]1[CH:31]=[C:30]([CH:35]=[CH:34][CH:33]=1)[CH2:29][C:24]1[N:25]([CH2:26][O:27][CH3:28])[C:21]([C:18]2[CH:17]=[CH:16][C:15]([S:13][Si:6]([CH:7]([CH3:9])[CH3:8])([CH:10]([CH3:12])[CH3:11])[CH:3]([CH3:5])[CH3:4])=[CH:20][CH:19]=2)=[N:22][N:23]=1.[Cl:36][C:32]1[CH:31]=[C:30]([CH:35]=[CH:34][CH:33]=1)[CH2:29][C:24]1[N:25]=[C:21]([C:18]2[CH:17]=[CH:16][C:15]([S:13][Si:6]([CH:7]([CH3:9])[CH3:8])([CH:10]([CH3:12])[CH3:11])[CH:3]([CH3:5])[CH3:4])=[CH:20][CH:19]=2)[N:22]([CH2:58][O:59][CH3:60])[N:23]=1.